This data is from Forward reaction prediction with 1.9M reactions from USPTO patents (1976-2016). The task is: Predict the product of the given reaction. (1) Given the reactants [Cl:1][C:2]1[CH:3]=[C:4]2[C:8](=[CH:9][CH:10]=1)[NH:7][C:6](=[O:11])[C:5]2=[O:12].[H-].[Na+].[NH4+:15].[Cl-].C[CH2:18][O:19][C:20]([CH3:22])=O.[CH2:23]1[CH2:27]O[CH2:25][CH2:24]1, predict the reaction product. The product is: [Cl:1][C:2]1[CH:3]=[C:4]2[C:8](=[CH:9][CH:10]=1)[NH:7][C:6](=[O:11])[C:5]2([OH:12])[C:27]1[CH:23]=[C:24]([C:2]2[CH:3]=[CH:4][N:15]=[CH:9][CH:10]=2)[CH:25]=[CH:22][C:20]=1[O:19][CH3:18]. (2) Given the reactants [NH2:1][C:2]1[CH:7]=[CH:6][N:5]=[C:4]([Cl:8])[CH:3]=1.C(N(CC)CC)C.[CH:16]1([C:19](Cl)=[O:20])[CH2:18][CH2:17]1.C(=O)([O-])O.[Na+], predict the reaction product. The product is: [Cl:8][C:4]1[CH:3]=[C:2]([NH:1][C:19]([CH:16]2[CH2:18][CH2:17]2)=[O:20])[CH:7]=[CH:6][N:5]=1. (3) The product is: [Cl:1][C:2]1[C:3]2[CH2:10][N:11]([C:12]3[CH:21]=[C:20]4[C:15]([CH2:16][CH2:17][CH:18]([C:22]5[C:27]([F:28])=[CH:26][CH:25]=[CH:24][N:23]=5)[O:19]4)=[CH:14][C:13]=3[Cl:29])[C:35](=[O:36])[NH:9][C:4]=2[C:5]([CH3:8])=[N:6][CH:7]=1. Given the reactants [Cl:1][C:2]1[C:3]([CH2:10][NH:11][C:12]2[CH:21]=[C:20]3[C:15]([CH2:16][CH2:17][CH:18]([C:22]4[C:27]([F:28])=[CH:26][CH:25]=[CH:24][N:23]=4)[O:19]3)=[CH:14][C:13]=2[Cl:29])=[C:4]([NH2:9])[C:5]([CH3:8])=[N:6][CH:7]=1.C1N=CN([C:35](N2C=NC=C2)=[O:36])C=1.C1CCN2C(=NCCC2)CC1.O, predict the reaction product. (4) Given the reactants [Br:1][C:2]1[CH:3]=[C:4]2[C:9](=[CH:10][CH:11]=1)[N:8]=[C:7]([C:12]1[CH:17]=[CH:16][CH:15]=[C:14]([F:18])[CH:13]=1)[CH:6]=[C:5]2Cl.[CH3:20][NH:21][CH3:22].O, predict the reaction product. The product is: [Br:1][C:2]1[CH:3]=[C:4]2[C:9](=[CH:10][CH:11]=1)[N:8]=[C:7]([C:12]1[CH:17]=[CH:16][CH:15]=[C:14]([F:18])[CH:13]=1)[CH:6]=[C:5]2[N:21]([CH3:22])[CH3:20]. (5) The product is: [Br:25][C:14]1[CH:9]=[C:10]([C:17]2[CH:18]=[CH:19][CH:20]=[CH:21][N:27]=2)[CH:11]=[CH:12][CH:13]=1. Given the reactants C(O[C:9]1[C:14](C=O)=[CH:13][CH:12]=[CH:11][C:10]=1[C:17]1C=[CH:21][CH:20]=[CH:19][CH:18]=1)C1C=CC=CC=1.C[Mg][Br:25].[Cl-].[NH4+:27], predict the reaction product. (6) Given the reactants [NH2:1][CH2:2][CH:3]([NH:10][C:11](=[O:24])[C:12]1[CH:17]=[CH:16][C:15]([C:18]2[CH:23]=[CH:22][N:21]=[CH:20][CH:19]=2)=[CH:14][CH:13]=1)[C:4]1[CH:9]=[CH:8][CH:7]=[CH:6][CH:5]=1, predict the reaction product. The product is: [NH2:1][CH2:2][C@H:3]([NH:10][C:11](=[O:24])[C:12]1[CH:17]=[CH:16][C:15]([C:18]2[CH:19]=[CH:20][N:21]=[CH:22][CH:23]=2)=[CH:14][CH:13]=1)[C:4]1[CH:9]=[CH:8][CH:7]=[CH:6][CH:5]=1.